From a dataset of Full USPTO retrosynthesis dataset with 1.9M reactions from patents (1976-2016). Predict the reactants needed to synthesize the given product. (1) Given the product [C:32]([O:31][C:29](=[O:30])[N:2]([CH3:1])[CH:3]([CH3:28])[C:4]([NH:6][C:7]1[CH:8]=[CH:9][C:10]([C:37]2[N:41]3[CH:42]=[CH:43][C:44]([CH3:46])=[CH:45][C:40]3=[N:39][C:38]=2[C:47]2[CH:52]=[CH:51][N:50]=[CH:49][CH:48]=2)=[C:11]([C:13]#[C:14][Si:15]([CH:19]([CH3:20])[CH3:21])([CH:22]([CH3:23])[CH3:24])[CH:16]([CH3:18])[CH3:17])[N:12]=1)=[O:5])([CH3:34])([CH3:33])[CH3:35], predict the reactants needed to synthesize it. The reactants are: [CH3:1][N:2]([C:29]([O:31][C:32]([CH3:35])([CH3:34])[CH3:33])=[O:30])[CH:3]([CH3:28])[C:4]([NH:6][C:7]1[N:12]=[C:11]([C:13]#[C:14][Si:15]([CH:22]([CH3:24])[CH3:23])([CH:19]([CH3:21])[CH3:20])[CH:16]([CH3:18])[CH3:17])[C:10](B(O)O)=[CH:9][CH:8]=1)=[O:5].I[C:37]1[N:41]2[CH:42]=[CH:43][C:44]([CH3:46])=[CH:45][C:40]2=[N:39][C:38]=1[C:47]1[CH:52]=[CH:51][N:50]=[CH:49][CH:48]=1.C([O-])([O-])=O.[Na+].[Na+].O1CCOCC1. (2) Given the product [CH3:42][O:43][C:44]1[N:45]=[C:46]([C:2]2[N:3]=[C:4]([NH:21][C:22]3[CH:27]=[CH:26][C:25]([CH:28]4[CH2:33][CH2:32][N:31]([C:34]([O:36][C:37]([CH3:38])([CH3:40])[CH3:39])=[O:35])[CH2:30][CH2:29]4)=[C:24]([CH3:41])[CH:23]=3)[C:5]3[C:6](=[O:20])[N:7]([CH2:12][O:13][CH2:14][CH2:15][Si:16]([CH3:19])([CH3:17])[CH3:18])[CH:8]=[CH:9][C:10]=3[CH:11]=2)[CH:47]=[N:48][CH:49]=1, predict the reactants needed to synthesize it. The reactants are: Cl[C:2]1[N:3]=[C:4]([NH:21][C:22]2[CH:27]=[CH:26][C:25]([CH:28]3[CH2:33][CH2:32][N:31]([C:34]([O:36][C:37]([CH3:40])([CH3:39])[CH3:38])=[O:35])[CH2:30][CH2:29]3)=[C:24]([CH3:41])[CH:23]=2)[C:5]2[C:6](=[O:20])[N:7]([CH2:12][O:13][CH2:14][CH2:15][Si:16]([CH3:19])([CH3:18])[CH3:17])[CH:8]=[CH:9][C:10]=2[CH:11]=1.[CH3:42][O:43][C:44]1[CH:49]=[N:48][CH:47]=[C:46]([Sn](CCCC)(CCCC)CCCC)[N:45]=1.CCOC(C)=O.C(OCC)C. (3) Given the product [NH2:7][C@H:8]([CH2:25][CH:26]1[CH2:31][CH2:30][CH2:29][CH2:28][CH2:27]1)[C:9]([N:11]1[CH2:12][CH2:13][N:14]([C:17]2[CH:22]=[CH:21][CH:20]=[CH:19][C:18]=2[O:23][CH3:24])[CH2:15][CH2:16]1)=[O:10], predict the reactants needed to synthesize it. The reactants are: C(OC(=O)[NH:7][C@H:8]([CH2:25][CH:26]1[CH2:31][CH2:30][CH2:29][CH2:28][CH2:27]1)[C:9]([N:11]1[CH2:16][CH2:15][N:14]([C:17]2[CH:22]=[CH:21][CH:20]=[CH:19][C:18]=2[O:23][CH3:24])[CH2:13][CH2:12]1)=[O:10])(C)(C)C. (4) Given the product [Cl:1][C:2]1[CH:7]=[C:6]([C:8]2[NH:11][C:12]3=[N:13][CH:14]=[C:15]([N+:19]([O-:21])=[O:20])[CH:16]=[C:17]3[N:18]=2)[CH:5]=[CH:4][N:3]=1, predict the reactants needed to synthesize it. The reactants are: [Cl:1][C:2]1[CH:7]=[C:6]([C:8](O)=O)[CH:5]=[CH:4][N:3]=1.[NH2:11][C:12]1[C:17]([NH2:18])=[CH:16][C:15]([N+:19]([O-:21])=[O:20])=[CH:14][N:13]=1. (5) Given the product [N:23]1[CH:24]=[CH:25][CH:26]=[CH:27][C:22]=1[NH:21][C:3]([C:5]1[N:6]([CH3:20])[C:7]([C:10]2[S:18][C:17]3[C:12](=[N:13][CH:14]=[CH:15][C:16]=3[Cl:19])[CH:11]=2)=[CH:8][N:9]=1)=[O:4], predict the reactants needed to synthesize it. The reactants are: CO[C:3]([C:5]1[N:6]([CH3:20])[C:7]([C:10]2[S:18][C:17]3[C:12](=[N:13][CH:14]=[CH:15][C:16]=3[Cl:19])[CH:11]=2)=[CH:8][N:9]=1)=[O:4].[NH2:21][C:22]1[CH:27]=[CH:26][CH:25]=[CH:24][N:23]=1. (6) Given the product [ClH:28].[CH3:26][C:21]1([CH3:27])[C:22]([CH3:24])([CH3:25])[O:23][B:19]([C:17]2[CH:16]=[N:15][N:14]([CH:11]3[CH2:12][CH2:13][NH:8][CH2:9][CH2:10]3)[CH:18]=2)[O:20]1, predict the reactants needed to synthesize it. The reactants are: C(OC([N:8]1[CH2:13][CH2:12][CH:11]([N:14]2[CH:18]=[C:17]([B:19]3[O:23][C:22]([CH3:25])([CH3:24])[C:21]([CH3:27])([CH3:26])[O:20]3)[CH:16]=[N:15]2)[CH2:10][CH2:9]1)=O)(C)(C)C.[ClH:28]. (7) Given the product [CH2:7]([N:14]1[CH2:19][CH2:18][N:17]([CH3:20])[CH2:16][CH:15]1[C:22]1[CH:27]=[CH:26][CH:25]=[CH:24][CH:23]=1)[C:8]1[CH:9]=[CH:10][CH:11]=[CH:12][CH:13]=1, predict the reactants needed to synthesize it. The reactants are: [H-].[Al+3].[Li+].[H-].[H-].[H-].[CH2:7]([N:14]1[CH2:19][CH2:18][N:17]([CH3:20])[C:16](=O)[CH:15]1[C:22]1[CH:27]=[CH:26][CH:25]=[CH:24][CH:23]=1)[C:8]1[CH:13]=[CH:12][CH:11]=[CH:10][CH:9]=1. (8) The reactants are: [F:1][C:2]1[CH:7]=[CH:6][C:5]([N:8]2[C:17](=[O:18])[C:16]3[C:11](=[CH:12][CH:13]=[CH:14][CH:15]=3)[NH:10][CH:9]2[C:19]2[CH:20]=[N:21][C:22]([O:25][CH3:26])=[CH:23][CH:24]=2)=[CH:4][C:3]=1[C:27]([F:30])([F:29])[F:28].ClCCCl.C([SiH](CC)CC)C.FC(F)(F)C(O)=O. Given the product [CH3:26][O:25][C:22]1[N:21]=[CH:20][C:19]([CH2:9][NH:10][C:11]2[CH:12]=[CH:13][CH:14]=[CH:15][C:16]=2[C:17]([NH:8][C:5]2[CH:6]=[CH:7][C:2]([F:1])=[C:3]([C:27]([F:28])([F:29])[F:30])[CH:4]=2)=[O:18])=[CH:24][CH:23]=1, predict the reactants needed to synthesize it. (9) Given the product [CH3:12][O:11][C:4]1[N:3]=[C:2]([C:16]([F:22])([F:13])[F:21])[C:7]([N+:8]([O-:10])=[O:9])=[CH:6][CH:5]=1, predict the reactants needed to synthesize it. The reactants are: Cl[C:2]1[C:7]([N+:8]([O-:10])=[O:9])=[CH:6][CH:5]=[C:4]([O:11][CH3:12])[N:3]=1.[F-:13].[K+].Cl[C:16]([F:22])([F:21])C(OC)=O.